This data is from Reaction yield outcomes from USPTO patents with 853,638 reactions. The task is: Predict the reaction yield, written as a fraction of the theoretical maximum amount of product (1.0 means a 100% yield; for example, 0.34 means a 34% yield). (1) The reactants are [N+:1]([O-:4])(O)=[O:2].[C:5]([N:9]1[CH:13]=[CH:12][CH:11]=[N:10]1)([CH3:8])([CH3:7])[CH3:6]. The catalyst is OS(O)(=O)=O. The product is [C:5]([N:9]1[CH:13]=[C:12]([N+:1]([O-:4])=[O:2])[CH:11]=[N:10]1)([CH3:8])([CH3:7])[CH3:6]. The yield is 0.640. (2) The reactants are Br[CH2:2][C:3]1[C:7]2[CH:8]=[CH:9][CH:10]=[CH:11][C:6]=2[O:5][CH:4]=1.[B:12]1([B:12]2[O:16][C:15]([CH3:18])([CH3:17])[C:14]([CH3:20])([CH3:19])[O:13]2)[O:16][C:15]([CH3:18])([CH3:17])[C:14]([CH3:20])([CH3:19])[O:13]1.C(=O)([O-])[O-].[K+].[K+]. The catalyst is O1CCOCC1.[Pd].C1(P(C2C=CC=CC=2)C2C=CC=CC=2)C=CC=CC=1.C1(P(C2C=CC=CC=2)C2C=CC=CC=2)C=CC=CC=1.C1(P(C2C=CC=CC=2)C2C=CC=CC=2)C=CC=CC=1.C1(P(C2C=CC=CC=2)C2C=CC=CC=2)C=CC=CC=1. The product is [O:5]1[C:6]2[CH:11]=[CH:10][CH:9]=[CH:8][C:7]=2[C:3]([CH2:2][B:12]2[O:16][C:15]([CH3:18])([CH3:17])[C:14]([CH3:20])([CH3:19])[O:13]2)=[CH:4]1. The yield is 0.690. (3) The reactants are CCCP1(OP(CCC)(=O)OP(CCC)(=O)O1)=O.[NH2:19][C:20]1[CH:21]=[CH:22][C:23]([F:37])=[C:24]([C@@:26]2([CH:34]([F:36])[F:35])[C@H:32]3[C@H:30]([CH2:31]3)[O:29][C:28]([NH2:33])=[N:27]2)[CH:25]=1.[Cl:38][C:39]1[CH:40]=[C:41]([O:48][CH3:49])[C:42]([C:45](O)=[O:46])=[N:43][CH:44]=1. The catalyst is C([O-])(O)=O.[Na+]. The product is [NH2:33][C:28]1[O:29][C@H:30]2[C@@H:32]([C@:26]([C:24]3[CH:25]=[C:20]([NH:19][C:45](=[O:46])[C:42]4[C:41]([O:48][CH3:49])=[CH:40][C:39]([Cl:38])=[CH:44][N:43]=4)[CH:21]=[CH:22][C:23]=3[F:37])([CH:34]([F:35])[F:36])[N:27]=1)[CH2:31]2. The yield is 0.673. (4) The reactants are [CH3:1][N:2]1[C:10]2[C:5](=[CH:6][C:7]([C:11]3[CH:12]=[C:13]4[C:18](=[C:19]([O:21]COCC[Si](C)(C)C)[CH:20]=3)[N:17]=[CH:16][N:15](COCC[Si](C)(C)C)[C:14]4=[O:38])=[CH:8][CH:9]=2)[CH:4]=[N:3]1.O. The catalyst is C(O)=O. The product is [OH:21][C:19]1[CH:20]=[C:11]([C:7]2[CH:6]=[C:5]3[C:10](=[CH:9][CH:8]=2)[N:2]([CH3:1])[N:3]=[CH:4]3)[CH:12]=[C:13]2[C:18]=1[N:17]=[CH:16][NH:15][C:14]2=[O:38]. The yield is 0.990. (5) The catalyst is C1COCC1. The yield is 0.0800. The reactants are Br[C:2]1[N:6]([C:7]2[CH:12]=[C:11]([C:13]3([CH3:16])[CH2:15][CH2:14]3)[CH:10]=[C:9]([C:17]([CH3:20])([CH3:19])[CH3:18])[CH:8]=2)[CH:5]=[C:4]([C:21]([O:23][CH3:24])=[O:22])[C:3]=1[CH3:25].[Li]CCCC.[CH:31]1([S:37][S:37][CH:31]2[CH2:36][CH2:35][CH2:34][CH2:33][CH2:32]2)[CH2:36][CH2:35][CH2:34][CH2:33][CH2:32]1. The product is [C:17]([C:9]1[CH:8]=[C:7]([N:6]2[C:2]([S:37][CH:31]3[CH2:36][CH2:35][CH2:34][CH2:33][CH2:32]3)=[C:3]([CH3:25])[C:4]([C:21]([O:23][CH3:24])=[O:22])=[CH:5]2)[CH:12]=[C:11]([C:13]2([CH3:16])[CH2:14][CH2:15]2)[CH:10]=1)([CH3:20])([CH3:18])[CH3:19]. (6) The reactants are [CH3:1][C:2]1[CH:10]=[CH:9][C:8]2[NH:7][CH:6]=[CH:5][C:4]=2[C:3]=1[C:11]#[N:12]. The catalyst is N.CO.[Ni]. The product is [CH3:1][C:2]1[C:3]([CH2:11][NH2:12])=[C:4]2[C:8](=[CH:9][CH:10]=1)[NH:7][CH:6]=[CH:5]2. The yield is 0.957. (7) The reactants are [Na].[C:2]([C:4]1[C:9](=[S:10])[NH:8][C:7]([C:11]2[CH:16]=[CH:15][C:14]([O:17][CH3:18])=[CH:13][CH:12]=2)=[C:6]([C:19]([O:21][CH2:22][CH3:23])=[O:20])[C:5]=1[C:24]1[CH:29]=[CH:28][CH:27]=[CH:26][C:25]=1[N+:30]([O-:32])=[O:31])#[N:3].[CH3:33]I. The catalyst is CO. The product is [C:2]([C:4]1[C:9]([S:10][CH3:33])=[N:8][C:7]([C:11]2[CH:12]=[CH:13][C:14]([O:17][CH3:18])=[CH:15][CH:16]=2)=[C:6]([C:5]=1[C:24]1[CH:29]=[CH:28][CH:27]=[CH:26][C:25]=1[N+:30]([O-:32])=[O:31])[C:19]([O:21][CH2:22][CH3:23])=[O:20])#[N:3]. The yield is 0.590.